The task is: Predict the product of the given reaction.. This data is from Forward reaction prediction with 1.9M reactions from USPTO patents (1976-2016). The product is: [CH:1]1([C@@H:7]([NH:9][C:10]([C:12]2[C:21]3[C:16](=[CH:17][CH:18]=[CH:19][CH:20]=3)[N:15]=[C:14]([C:22]3[CH:23]=[CH:24][CH:25]=[CH:26][CH:27]=3)[C:13]=2[CH2:28][N:29]2[CH2:34][CH2:33][N:32]([CH2:36][C:37](=[O:38])[NH2:39])[CH2:31][CH2:30]2)=[O:11])[CH3:8])[CH2:6][CH2:5][CH2:4][CH2:3][CH2:2]1. Given the reactants [CH:1]1([C@@H:7]([NH:9][C:10]([C:12]2[C:21]3[C:16](=[CH:17][CH:18]=[CH:19][CH:20]=3)[N:15]=[C:14]([C:22]3[CH:27]=[CH:26][CH:25]=[CH:24][CH:23]=3)[C:13]=2[CH2:28][N:29]2[CH2:34][CH2:33][NH:32][CH2:31][CH2:30]2)=[O:11])[CH3:8])[CH2:6][CH2:5][CH2:4][CH2:3][CH2:2]1.Br[CH2:36][C:37]([NH2:39])=[O:38].C(N(C(C)C)CC)(C)C, predict the reaction product.